From a dataset of Reaction yield outcomes from USPTO patents with 853,638 reactions. Predict the reaction yield, written as a fraction of the theoretical maximum amount of product (1.0 means a 100% yield; for example, 0.34 means a 34% yield). (1) The reactants are [CH3:1][N:2]1[CH:6]=[C:5]([C:7]2[CH:8]=[C:9]([O:14][CH2:15][CH:16]3[CH2:21][CH2:20][NH:19][CH2:18][CH2:17]3)[C:10]([NH2:13])=[N:11][CH:12]=2)[N:4]=[N:3]1.[Cl:22][C:23]1[N:28]=[C:27]([C:29]([O:31][CH3:32])=[O:30])[CH:26]=[C:25](Cl)[N:24]=1.CCN(C(C)C)C(C)C. The catalyst is C1COCC1.CO. The product is [NH2:13][C:10]1[C:9]([O:14][CH2:15][CH:16]2[CH2:21][CH2:20][N:19]([C:25]3[N:24]=[C:23]([Cl:22])[N:28]=[C:27]([C:29]([O:31][CH3:32])=[O:30])[CH:26]=3)[CH2:18][CH2:17]2)=[CH:8][C:7]([C:5]2[N:4]=[N:3][N:2]([CH3:1])[CH:6]=2)=[CH:12][N:11]=1. The yield is 0.790. (2) The reactants are [CH2:1]([O:8][C:9]1[CH:14]=[CH:13][N:12]=[CH:11][C:10]=1[NH:15][S:16]([CH3:19])(=[O:18])=[O:17])[C:2]1[CH:7]=[CH:6][CH:5]=[CH:4][CH:3]=1.[C:20]([O-])([O-])=O.[K+].[K+].CI.O. The catalyst is CN(C=O)C. The product is [CH2:1]([O:8][C:9]1[CH:14]=[CH:13][N:12]=[CH:11][C:10]=1[N:15]([CH3:20])[S:16]([CH3:19])(=[O:18])=[O:17])[C:2]1[CH:7]=[CH:6][CH:5]=[CH:4][CH:3]=1. The yield is 0.500. (3) The reactants are C[O:2][C:3](=O)[CH:4]([CH3:20])[CH2:5][C@H:6]1[CH2:10][C:9](=[O:11])[N:8]([C@H:12]([C:14]2[CH:19]=[CH:18][CH:17]=[CH:16][CH:15]=2)[CH3:13])[CH2:7]1.[BH4-].[Na+].C(O)(=O)CC(CC(O)=O)(C(O)=O)O.O. The catalyst is CCO. The product is [OH:2][CH2:3][CH:4]([CH3:20])[CH2:5][C@@H:6]1[CH2:7][N:8]([C@H:12]([C:14]2[CH:15]=[CH:16][CH:17]=[CH:18][CH:19]=2)[CH3:13])[C:9](=[O:11])[CH2:10]1. The yield is 0.590.